Dataset: Reaction yield outcomes from USPTO patents with 853,638 reactions. Task: Predict the reaction yield, written as a fraction of the theoretical maximum amount of product (1.0 means a 100% yield; for example, 0.34 means a 34% yield). (1) The reactants are [Br:1]Br.[Br:3][C:4]1[CH:9]=[CH:8][CH:7]=[CH:6][C:5]=1[CH2:10][CH2:11][C:12]1[CH:13]=[C:14]([C:17]([OH:19])=[O:18])[NH:15][CH:16]=1.O. The catalyst is C(O)(=O)C.CCOC(C)=O. The product is [Br:1][C:16]1[NH:15][C:14]([C:17]([OH:19])=[O:18])=[CH:13][C:12]=1[CH2:11][CH2:10][C:5]1[CH:6]=[CH:7][CH:8]=[CH:9][C:4]=1[Br:3]. The yield is 0.446. (2) The reactants are [Cl:1][C:2]1[N:7]=[CH:6][C:5]2[C:8](I)=[N:9][N:10]([CH:11]([CH3:13])[CH3:12])[C:4]=2[CH:3]=1.C(=O)([O-])[O-].[Cs+].[Cs+].C1(P(C2C=CC=CC=2)C2C3OC4C(=CC=CC=4P(C4C=CC=CC=4)C4C=CC=CC=4)C(C)(C)C=3C=CC=2)C=CC=CC=1.[S:63]1(=[O:70])(=[O:69])[CH2:68][CH2:67][NH:66][CH2:65][CH2:64]1. The catalyst is C([O-])(=O)C.[Pd+2].C([O-])(=O)C.O1CCOCC1. The product is [Cl:1][C:2]1[N:7]=[CH:6][C:5]2[C:8]([N:66]3[CH2:67][CH2:68][S:63](=[O:70])(=[O:69])[CH2:64][CH2:65]3)=[N:9][N:10]([CH:11]([CH3:13])[CH3:12])[C:4]=2[CH:3]=1. The yield is 0.100. (3) The reactants are [C:1]([C:5]1[CH:10]=[CH:9][C:8]([C:11]2[N:16]=[CH:15][C:14]([CH:17](S(C3C=CC=CC=3)(=O)=O)[C:18]#[N:19])=[CH:13][C:12]=2[CH3:29])=[CH:7][CH:6]=1)([CH3:4])([CH3:3])[CH3:2].C(O)(=O)C. The catalyst is C(O)C.[Zn]. The product is [C:1]([C:5]1[CH:6]=[CH:7][C:8]([C:11]2[N:16]=[CH:15][C:14]([CH2:17][C:18]#[N:19])=[CH:13][C:12]=2[CH3:29])=[CH:9][CH:10]=1)([CH3:4])([CH3:3])[CH3:2]. The yield is 0.920. (4) The reactants are [NH2:1][C:2]1[N:6]=[C:5]([C:7]2[C:12]([O:13][CH3:14])=[CH:11][C:10]([CH3:15])=[CH:9][C:8]=2[O:16][CH3:17])[NH:4][N:3]=1.[C:18](=N)([C:25]1[CH:30]=[CH:29][CH:28]=[CH:27][CH:26]=1)[C:19]1[CH:24]=[CH:23][CH:22]=[CH:21][CH:20]=1.C(OC(C)C)(C)C. The catalyst is C1(C)C(C)=CC=CC=1. The product is [CH3:17][O:16][C:8]1[CH:9]=[C:10]([CH3:15])[CH:11]=[C:12]([O:13][CH3:14])[C:7]=1[C:5]1[N:6]=[C:2]([N:1]=[C:18]([C:19]2[CH:24]=[CH:23][CH:22]=[CH:21][CH:20]=2)[C:25]2[CH:30]=[CH:29][CH:28]=[CH:27][CH:26]=2)[NH:3][N:4]=1. The yield is 0.900.